From a dataset of Forward reaction prediction with 1.9M reactions from USPTO patents (1976-2016). Predict the product of the given reaction. (1) Given the reactants Cl.[NH2:2][CH2:3][C:4]1[CH:5]=[C:6](B(O)O)[CH:7]=[CH:8][CH:9]=1.[O-]P([O-])([O-])=O.[K+].[K+].[K+].Br[C:22]1[CH:27]=[CH:26][C:25]([C:28]([F:31])([F:30])[F:29])=[CH:24][CH:23]=1.C(COC)OC.O, predict the reaction product. The product is: [F:29][C:28]([F:31])([F:30])[C:25]1[CH:26]=[CH:27][C:22]([C:6]2[CH:7]=[CH:8][CH:9]=[C:4]([CH2:3][NH2:2])[CH:5]=2)=[CH:23][CH:24]=1. (2) Given the reactants Cl[C:2]1[N:10]=[CH:9][C:8]([F:11])=[CH:7][C:3]=1[C:4]([OH:6])=[O:5].[I:12][C:13]1[CH:14]=[C:15]([CH:17]=[CH:18][CH:19]=1)[NH2:16].CC1C=CC(S(O)(=O)=O)=CC=1, predict the reaction product. The product is: [F:11][C:8]1[CH:9]=[N:10][C:2]([NH:16][C:15]2[CH:17]=[CH:18][CH:19]=[C:13]([I:12])[CH:14]=2)=[C:3]([CH:7]=1)[C:4]([OH:6])=[O:5]. (3) Given the reactants [CH2:1]([NH:5][C:6]1[N:11]=[CH:10][C:9]([C:12]([C:14]2[C:22]3[C:17](=[N:18][CH:19]=[CH:20][CH:21]=3)[NH:16][CH:15]=2)=O)=[CH:8][CH:7]=1)[CH:2]([CH3:4])[CH3:3].NN.[OH-].[K+].O, predict the reaction product. The product is: [CH2:1]([NH:5][C:6]1[CH:7]=[CH:8][C:9]([CH2:12][C:14]2[C:22]3[C:17](=[N:18][CH:19]=[CH:20][CH:21]=3)[NH:16][CH:15]=2)=[CH:10][N:11]=1)[CH:2]([CH3:4])[CH3:3]. (4) Given the reactants C(=O)([O-])[O-].[K+].[K+].[F:7][C:8]1[CH:13]=[CH:12][C:11]([C:14]2[CH:18]=[C:17]([C:19]([O:21][CH3:22])=[O:20])[NH:16][N:15]=2)=[CH:10][CH:9]=1.Br[CH2:24][CH2:25][Cl:26], predict the reaction product. The product is: [Cl:26][CH2:25][CH2:24][N:16]1[C:17]([C:19]([O:21][CH3:22])=[O:20])=[CH:18][C:14]([C:11]2[CH:10]=[CH:9][C:8]([F:7])=[CH:13][CH:12]=2)=[N:15]1. (5) Given the reactants Cl[C:2]1[N:3]=[C:4]([NH:21][CH2:22][C:23]([F:26])([F:25])[F:24])[C:5]2[CH:10]=[CH:9][N:8]([S:11]([C:14]3[CH:19]=[CH:18][C:17]([CH3:20])=[CH:16][CH:15]=3)(=[O:13])=[O:12])[C:6]=2[N:7]=1.C(=O)([O-])[O-].[K+].[K+].[CH2:33]([NH:35][C:36]([C:38]1[CH:44]=[CH:43][C:41]([NH2:42])=[CH:40][CH:39]=1)=[O:37])[CH3:34], predict the reaction product. The product is: [CH2:33]([NH:35][C:36](=[O:37])[C:38]1[CH:44]=[CH:43][C:41]([NH:42][C:2]2[N:3]=[C:4]([NH:21][CH2:22][C:23]([F:26])([F:24])[F:25])[C:5]3[CH:10]=[CH:9][N:8]([S:11]([C:14]4[CH:19]=[CH:18][C:17]([CH3:20])=[CH:16][CH:15]=4)(=[O:13])=[O:12])[C:6]=3[N:7]=2)=[CH:40][CH:39]=1)[CH3:34].